From a dataset of Reaction yield outcomes from USPTO patents with 853,638 reactions. Predict the reaction yield, written as a fraction of the theoretical maximum amount of product (1.0 means a 100% yield; for example, 0.34 means a 34% yield). (1) The reactants are [CH3:1][N:2]1[C:11]2[C:6](=[CH:7][C:8]([S:12](Cl)(=[O:14])=[O:13])=[CH:9][CH:10]=2)[C:5]([C:16]([F:19])([F:18])[F:17])=[CH:4][C:3]1=[O:20].CCN(CC)CC.[NH:28]1[CH2:33][CH2:32][CH2:31][CH2:30][CH2:29]1. The catalyst is CN(C=O)C.CCOC(C)=O. The product is [CH3:1][N:2]1[C:11]2[C:6](=[CH:7][C:8]([S:12]([N:28]3[CH2:33][CH2:32][CH2:31][CH2:30][CH2:29]3)(=[O:14])=[O:13])=[CH:9][CH:10]=2)[C:5]([C:16]([F:19])([F:18])[F:17])=[CH:4][C:3]1=[O:20]. The yield is 0.530. (2) The reactants are [F:1][CH:2]([F:19])[C:3]1[CH:11]=[C:10]2[C:6]([CH2:7][CH2:8][N:9]2[C:12]([O:14][C:15]([CH3:18])([CH3:17])[CH3:16])=[O:13])=[CH:5][CH:4]=1.[Br:20]N1C(=O)CCC1=O.CCOC(C)=O. The catalyst is CN(C=O)C. The product is [Br:20][C:4]1[CH:5]=[C:6]2[C:10](=[CH:11][C:3]=1[CH:2]([F:1])[F:19])[N:9]([C:12]([O:14][C:15]([CH3:16])([CH3:18])[CH3:17])=[O:13])[CH2:8][CH2:7]2. The yield is 0.750.